This data is from Catalyst prediction with 721,799 reactions and 888 catalyst types from USPTO. The task is: Predict which catalyst facilitates the given reaction. (1) Reactant: [Cl:1][C:2]1[CH:3]=[CH:4][C:5]2[CH:9]=[C:8]([S:10]([N:13]3[CH2:18][CH2:17][N:16]([CH2:19][C:20]4[S:21][C:22]5[CH2:28][CH2:27][CH2:26][C:25](=O)[C:23]=5[N:24]=4)[C:15](=[O:30])[CH2:14]3)(=[O:12])=[O:11])[S:7][C:6]=2[CH:31]=1.Cl.[NH2:33][OH:34].C([O-])(=O)C.[Na+].CCO. Product: [Cl:1][C:2]1[CH:3]=[CH:4][C:5]2[CH:9]=[C:8]([S:10]([N:13]3[CH2:18][CH2:17][N:16]([CH2:19][C:20]4[S:21][C:22]5[CH2:28][CH2:27][CH2:26][C:25](=[N:33][OH:34])[C:23]=5[N:24]=4)[C:15](=[O:30])[CH2:14]3)(=[O:12])=[O:11])[S:7][C:6]=2[CH:31]=1. The catalyst class is: 2. (2) The catalyst class is: 18. Product: [F:17][C:10]1[CH:11]=[CH:12][C:13]([O:15][CH3:16])=[CH:14][C:9]=1[C:7]1[CH:8]=[C:3]([CH:4]=[CH:5][C:6]=1[C:18]([CH3:21])([CH3:20])[CH3:19])[CH2:2][O:22][C:23]1[CH:24]=[CH:25][C:26]([CH2:29][CH:30]([CH3:36])[C:31]([OH:33])=[O:32])=[CH:27][CH:28]=1. Reactant: Cl[CH2:2][C:3]1[CH:4]=[CH:5][C:6]([C:18]([CH3:21])([CH3:20])[CH3:19])=[C:7]([C:9]2[CH:14]=[C:13]([O:15][CH3:16])[CH:12]=[CH:11][C:10]=2[F:17])[CH:8]=1.[OH:22][C:23]1[CH:28]=[CH:27][C:26]([CH2:29][CH:30]([CH3:36])[C:31]([O:33]CC)=[O:32])=[CH:25][CH:24]=1.C(=O)([O-])[O-].[Cs+].[Cs+].[OH-].[Li+]. (3) Reactant: [NH2:1][C@@:2]1([C:19]2[CH:24]=[C:23]([Br:25])[CH:22]=[CH:21][C:20]=2[F:26])[CH2:7][O:6][C@@H:5]([CH2:8][O:9][CH2:10][C:11]2[CH:16]=[CH:15][CH:14]=[CH:13][CH:12]=2)[CH2:4][C@H:3]1[CH2:17]O.C([N:35]=[C:36]=[S:37])(=O)C1C=CC=CC=1.Cl. Product: [CH2:10]([O:9][CH2:8][C@@H:5]1[O:6][CH2:7][C@@:2]2([C:19]3[CH:24]=[C:23]([Br:25])[CH:22]=[CH:21][C:20]=3[F:26])[C@H:3]([CH2:17][S:37][C:36]([NH2:35])=[N:1]2)[CH2:4]1)[C:11]1[CH:16]=[CH:15][CH:14]=[CH:13][CH:12]=1. The catalyst class is: 98. (4) Reactant: C[O:2][C:3](=[O:22])[C:4]1[CH:16]=[C:15](C(=O)C(C)C)[CH:14]=[C:6]([C:7]([N:9]([CH3:13])[CH2:10][CH2:11][CH3:12])=[O:8])[CH:5]=1.[OH-:23].[Na+].Cl. The catalyst class is: 5. Product: [C:3]([C:5]1[C:6]([C:7]([N:9]([CH3:13])[CH2:10][CH2:11][CH3:12])=[O:8])=[CH:14][CH:15]=[CH:16][C:4]=1[C:3]([OH:2])=[O:22])(=[O:23])[CH:4]([CH3:16])[CH3:5]. (5) The catalyst class is: 58. Product: [C@@H:1]12[O:8][C@@H:5]([CH2:6][CH2:7]1)[CH2:4][N:3]([C:9]1[CH:10]=[C:11]([NH:12][C:19]3[C:20]4[N:25]=[CH:24][S:23][C:21]=4[N:22]=[C:17]([Cl:16])[N:18]=3)[CH:13]=[CH:14][CH:15]=1)[CH2:2]2. Reactant: [C@@H:1]12[O:8][C@@H:5]([CH2:6][CH2:7]1)[CH2:4][N:3]([C:9]1[CH:10]=[C:11]([CH:13]=[CH:14][CH:15]=1)[NH2:12])[CH2:2]2.[Cl:16][C:17]1[N:18]=[C:19](Cl)[C:20]2[N:25]=[CH:24][S:23][C:21]=2[N:22]=1.CCN(C(C)C)C(C)C.